Dataset: Forward reaction prediction with 1.9M reactions from USPTO patents (1976-2016). Task: Predict the product of the given reaction. (1) Given the reactants [CH:1]1[C:6]([OH:7])=[CH:5][CH:4]=[C:3]([CH3:8])[CH:2]=1.OC1C=CC([N:16]2[C:20](=[O:21])[N:19]([C:22]3[CH:27]=[CH:26][CH:25]=[CH:24][CH:23]=3)[C:18](=[O:28])[NH:17]2)=CC=1, predict the reaction product. The product is: [OH:7][C:6]1[CH:5]=[CH:4][C:3]([CH3:8])=[CH:2][C:1]=1[N:16]1[C:20](=[O:21])[N:19]([C:22]2[CH:27]=[CH:26][CH:25]=[CH:24][CH:23]=2)[C:18](=[O:28])[NH:17]1. (2) Given the reactants [S-:1][C:2]#[N:3].[K+].[NH2:5][C:6]1[CH:33]=[CH:32][C:9]([O:10][C:11]2[CH:12]=[CH:13][C:14]([CH3:31])=[C:15]([NH:17][C:18](=[O:30])[C:19]3[CH:24]=[CH:23][CH:22]=[C:21]([C:25]4([C:28]#[N:29])[CH2:27][CH2:26]4)[CH:20]=3)[CH:16]=2)=[CH:8][CH:7]=1.BrBr, predict the reaction product. The product is: [NH2:3][C:2]1[S:1][C:7]2[CH:8]=[C:9]([O:10][C:11]3[CH:12]=[CH:13][C:14]([CH3:31])=[C:15]([NH:17][C:18](=[O:30])[C:19]4[CH:24]=[CH:23][CH:22]=[C:21]([C:25]5([C:28]#[N:29])[CH2:26][CH2:27]5)[CH:20]=4)[CH:16]=3)[CH:32]=[CH:33][C:6]=2[N:5]=1. (3) Given the reactants [Si]([O:8][CH2:9][C:10]([CH3:55])([CH3:54])[CH2:11][N:12]1[C:18]2[CH:19]=[CH:20][C:21]([Cl:23])=[CH:22][C:17]=2[C@@H:16]([C:24]2[CH:29]=[CH:28][CH:27]=[C:26]([O:30][CH3:31])[C:25]=2[O:32][CH3:33])[O:15][C@H:14]([CH2:34][C:35]2[S:36][C:37]([CH:40]([CH2:46][C:47]3[CH:52]=[CH:51][CH:50]=[CH:49][CH:48]=3)[C:41]([O:43][CH2:44][CH3:45])=[O:42])=[CH:38][N:39]=2)[C:13]1=[O:53])(C(C)(C)C)(C)C.O, predict the reaction product. The product is: [Cl:23][C:21]1[CH:20]=[CH:19][C:18]2[N:12]([CH2:11][C:10]([CH3:54])([CH3:55])[CH2:9][OH:8])[C:13](=[O:53])[C@@H:14]([CH2:34][C:35]3[S:36][C:37]([CH:40]([CH2:46][C:47]4[CH:52]=[CH:51][CH:50]=[CH:49][CH:48]=4)[C:41]([O:43][CH2:44][CH3:45])=[O:42])=[CH:38][N:39]=3)[O:15][C@H:16]([C:24]3[CH:29]=[CH:28][CH:27]=[C:26]([O:30][CH3:31])[C:25]=3[O:32][CH3:33])[C:17]=2[CH:22]=1. (4) Given the reactants [CH2:1]([C:4]1[N:8]([CH2:9][C:10]2[CH:15]=[CH:14][C:13]([C:16]3[CH:21]=[CH:20][CH:19]=[CH:18][C:17]=3[C:22]3[N:26](C(C4C=CC=CC=4)(C4C=CC=CC=4)C4C=CC=CC=4)[N:25]=[N:24][N:23]=3)=[CH:12][CH:11]=2)[C:7]([CH:46]=[O:47])=[CH:6][CH:5]=1)[CH2:2][CH3:3].Cl, predict the reaction product. The product is: [CH2:1]([C:4]1[N:8]([CH2:9][C:10]2[CH:11]=[CH:12][C:13]([C:16]3[CH:21]=[CH:20][CH:19]=[CH:18][C:17]=3[C:22]3[NH:23][N:24]=[N:25][N:26]=3)=[CH:14][CH:15]=2)[C:7]([CH:46]=[O:47])=[CH:6][CH:5]=1)[CH2:2][CH3:3]. (5) Given the reactants [C:1]12([C:11]3[CH:12]=[C:13]([C:18]4[CH:19]=[C:20]([CH:23]=[CH:24][CH:25]=4)[CH:21]=O)[CH:14]=[CH:15][C:16]=3[OH:17])[CH2:10][CH:5]3[CH2:6][CH:7]([CH2:9][CH:3]([CH2:4]3)[CH2:2]1)[CH2:8]2.[S:26]1[CH2:32][C:30](=[O:31])[NH:29][C:27]1=S.[CH2:33]([NH:35][CH2:36][CH3:37])[CH3:34], predict the reaction product. The product is: [C:1]12([C:11]3[CH:12]=[C:13]([C:18]4[CH:19]=[C:20]([CH:23]=[CH:24][CH:25]=4)[CH:21]=[C:32]4[S:26][C:27]([N:35]([CH2:36][CH3:37])[CH2:33][CH3:34])=[N:29][C:30]4=[O:31])[CH:14]=[CH:15][C:16]=3[OH:17])[CH2:2][CH:3]3[CH2:4][CH:5]([CH2:6][CH:7]([CH2:9]3)[CH2:8]1)[CH2:10]2. (6) Given the reactants [NH2:1][CH:2]([C:5]1[CH:10]=[CH:9][CH:8]=[CH:7][C:6]=1[Cl:11])[CH2:3][OH:4].[C:12](O[C:12]([O:14][C:15]([CH3:18])([CH3:17])[CH3:16])=[O:13])([O:14][C:15]([CH3:18])([CH3:17])[CH3:16])=[O:13].C(OCC)(=O)C.C(=O)([O-])O.[Na+], predict the reaction product. The product is: [Cl:11][C:6]1[CH:7]=[CH:8][CH:9]=[CH:10][C:5]=1[CH:2]([NH:1][C:12](=[O:13])[O:14][C:15]([CH3:18])([CH3:17])[CH3:16])[CH2:3][OH:4]. (7) Given the reactants [CH2:1]([N:8]1[C:16]2[C:11](=[N:12][C:13](Cl)=[CH:14][CH:15]=2)[CH:10]=[C:9]1[C:18]1[CH:19]=[N:20][N:21]([CH:23]2[CH2:28][CH2:27][CH2:26][CH2:25][O:24]2)[CH:22]=1)[C:2]1[CH:7]=[CH:6][CH:5]=[CH:4][CH:3]=1.[NH:29]([C:38]([O:40][C:41]([CH3:44])([CH3:43])[CH3:42])=[O:39])[NH:30][C:31]([O:33][C:34]([CH3:37])([CH3:36])[CH3:35])=[O:32].C([O-])([O-])=O.[Cs+].[Cs+], predict the reaction product. The product is: [CH2:1]([N:8]1[C:16]2[C:11](=[N:12][C:13]([N:29]([C:38]([O:40][C:41]([CH3:44])([CH3:43])[CH3:42])=[O:39])[NH:30][C:31]([O:33][C:34]([CH3:35])([CH3:36])[CH3:37])=[O:32])=[CH:14][CH:15]=2)[CH:10]=[C:9]1[C:18]1[CH:19]=[N:20][N:21]([CH:23]2[CH2:28][CH2:27][CH2:26][CH2:25][O:24]2)[CH:22]=1)[C:2]1[CH:7]=[CH:6][CH:5]=[CH:4][CH:3]=1.